Task: Predict the product of the given reaction.. Dataset: Forward reaction prediction with 1.9M reactions from USPTO patents (1976-2016) (1) Given the reactants Br[CH2:2][C:3]1[CH:8]=[CH:7][C:6]([N+:9]([O-:11])=[O:10])=[CH:5][C:4]=1[F:12].CCN(C(C)C)C(C)C.[CH3:22][C@H:23]1[CH2:28][NH:27][CH2:26][CH2:25][N:24]1[C:29]([O:31][C:32]([CH3:35])([CH3:34])[CH3:33])=[O:30], predict the reaction product. The product is: [F:12][C:4]1[CH:5]=[C:6]([N+:9]([O-:11])=[O:10])[CH:7]=[CH:8][C:3]=1[CH2:2][N:27]1[CH2:26][CH2:25][N:24]([C:29]([O:31][C:32]([CH3:35])([CH3:34])[CH3:33])=[O:30])[C@@H:23]([CH3:22])[CH2:28]1. (2) Given the reactants [CH3:1][C:2]([Si:5]([C:35]1[CH:40]=[CH:39][CH:38]=[CH:37][CH:36]=1)([C:29]1[CH:34]=[CH:33][CH:32]=[CH:31][CH:30]=1)[O:6][CH2:7][C@H:8]([C:10]1[O:11][C:12](=O)[C:13]2[CH:27]=[CH:26][CH:25]=[CH:24][C:14]=2[C:15]=1[C:16]1[CH:21]=[CH:20][C:19]([CH3:22])=[C:18]([CH3:23])[CH:17]=1)[OH:9])([CH3:4])[CH3:3].C1COCC1.[CH3:46][NH2:47], predict the reaction product. The product is: [Si:5]([O:6][CH2:7][C@H:8]([C:10]1[N:47]([CH3:46])[C:12](=[O:11])[C:13]2[C:14]([C:15]=1[C:16]1[CH:21]=[CH:20][C:19]([CH3:22])=[C:18]([CH3:23])[CH:17]=1)=[CH:24][CH:25]=[CH:26][CH:27]=2)[OH:9])([C:2]([CH3:3])([CH3:1])[CH3:4])([C:29]1[CH:34]=[CH:33][CH:32]=[CH:31][CH:30]=1)[C:35]1[CH:40]=[CH:39][CH:38]=[CH:37][CH:36]=1.